The task is: Predict the reaction yield, written as a fraction of the theoretical maximum amount of product (1.0 means a 100% yield; for example, 0.34 means a 34% yield).. This data is from Reaction yield outcomes from USPTO patents with 853,638 reactions. (1) The reactants are [CH2:1]([O:3][CH2:4][O:5][C:6]1[CH:13]=[C:12]([O:14][CH2:15][O:16][CH2:17][CH3:18])[CH:11]=[CH:10][C:7]=1C=O)[CH3:2].C1C=C(Cl)C=C(C(OO)=[O:27])C=1. The catalyst is C(Cl)Cl. The product is [CH2:1]([O:3][CH2:4][O:5][C:6]1[CH:13]=[C:12]([O:14][CH2:15][O:16][CH2:17][CH3:18])[CH:11]=[CH:10][C:7]=1[OH:27])[CH3:2]. The yield is 0.940. (2) The reactants are FC(F)(F)C(O)=O.[Cl:8][C:9]1[CH:10]=[C:11]([CH:42]=[CH:43][C:44]=1[NH:45][C:46]([NH:48][CH:49]1[CH2:51][CH2:50]1)=[O:47])[O:12][C:13]1[C:22]2[C:17](=[CH:18][C:19]([O:40][CH3:41])=[C:20]([C:23]([NH:25][CH2:26][CH:27]3[CH2:32][CH2:31][N:30]([C:33](OC(C)(C)C)=O)[CH2:29][CH2:28]3)=[O:24])[CH:21]=2)[N:16]=[CH:15][CH:14]=1.C(=O)(O)[O-].[Na+].C=O.C([BH3-])#N.[Na+]. The catalyst is C(OCC)(=O)C.C(O)(=O)C. The product is [CH3:33][N:30]1[CH2:29][CH2:28][CH:27]([CH2:26][NH:25][C:23]([C:20]2[CH:21]=[C:22]3[C:17](=[CH:18][C:19]=2[O:40][CH3:41])[N:16]=[CH:15][CH:14]=[C:13]3[O:12][C:11]2[CH:42]=[CH:43][C:44]([NH:45][C:46]([NH:48][CH:49]3[CH2:51][CH2:50]3)=[O:47])=[C:9]([Cl:8])[CH:10]=2)=[O:24])[CH2:32][CH2:31]1. The yield is 0.584. (3) The reactants are [Cl-].O[NH3+].[C:4](=[O:7])([O-])[OH:5].[Na+].[CH2:9]([C:11]1[S:45][C:14]2[N:15]([CH2:30][C:31]3[CH:36]=[CH:35][C:34]([C:37]4[C:38]([C:43]#[N:44])=[CH:39][CH:40]=[CH:41][CH:42]=4)=[CH:33][CH:32]=3)[C:16](=[O:29])[C:17]([CH3:28])([CH2:20][CH2:21][C:22]3[CH:27]=[CH:26][CH:25]=[CH:24][CH:23]=3)[C:18](=[O:19])[C:13]=2[CH:12]=1)[CH3:10].[N:46]12CCCN=C1CCCCC2. The product is [CH2:9]([C:11]1[S:45][C:14]2[N:15]([CH2:30][C:31]3[CH:32]=[CH:33][C:34]([C:37]4[CH:42]=[CH:41][CH:40]=[CH:39][C:38]=4[C:43]4[NH:46][C:4](=[O:7])[O:5][N:44]=4)=[CH:35][CH:36]=3)[C:16](=[O:29])[C:17]([CH3:28])([CH2:20][CH2:21][C:22]3[CH:27]=[CH:26][CH:25]=[CH:24][CH:23]=3)[C:18](=[O:19])[C:13]=2[CH:12]=1)[CH3:10]. The catalyst is C(Cl)(Cl)Cl.C(Cl)Cl.CS(C)=O. The yield is 0.480. (4) The yield is 0.690. The product is [N:51]([CH2:2][CH2:3][CH2:4][CH2:5][C:6]1[S:10][C:9]([NH:11][C:12](=[O:25])[CH2:13][C:14]2[CH:19]=[CH:18][CH:17]=[C:16]([O:20][C:21]([F:24])([F:23])[F:22])[CH:15]=2)=[N:8][N:7]=1)=[N+:52]=[N-:53]. The reactants are O[CH2:2][CH2:3][CH2:4][CH2:5][C:6]1[S:10][C:9]([NH:11][C:12](=[O:25])[CH2:13][C:14]2[CH:19]=[CH:18][CH:17]=[C:16]([O:20][C:21]([F:24])([F:23])[F:22])[CH:15]=2)=[N:8][N:7]=1.C1CCN2C(=NCCC2)CC1.C1C=CC(P([N:51]=[N+:52]=[N-:53])(C2C=CC=CC=2)=O)=CC=1. The catalyst is C1COCC1. (5) The reactants are [OH:1][C:2]1[CH:3]=[C:4]2[C:9](=[CH:10][CH:11]=1)[C:8]([C:12]([OH:14])=[O:13])=[CH:7][CH:6]=[CH:5]2.Cl[C:16]1[CH:21]=[CH:20][N:19]=[C:18]2[CH:22]=[C:23]([C:25]([N:27]3[CH2:31][CH2:30][C@@H:29]([N:32]([CH3:34])[CH3:33])[CH2:28]3)=[O:26])[S:24][C:17]=12.C([O-])([O-])=O.[Cs+].[Cs+]. No catalyst specified. The product is [CH3:33][N:32]([CH3:34])[C@@H:29]1[CH2:30][CH2:31][N:27]([C:25]([C:23]2[S:24][C:17]3[C:18](=[N:19][CH:20]=[CH:21][C:16]=3[O:1][C:2]3[CH:3]=[C:4]4[C:9](=[CH:10][CH:11]=3)[C:8]([C:12]([OH:14])=[O:13])=[CH:7][CH:6]=[CH:5]4)[CH:22]=2)=[O:26])[CH2:28]1. The yield is 0.600. (6) The catalyst is C(#N)C. The product is [I-:27].[C:17]([NH:16][C:13]1[CH:14]=[CH:15][C:10]([O:9][C:1]([C:2]2[CH:3]=[N+:4]([CH2:26][O:25][C:24](=[O:28])[N:23]([CH:29]([CH3:31])[CH3:30])[CH:20]([CH3:22])[CH3:21])[CH:5]=[CH:6][CH:7]=2)=[O:8])=[CH:11][CH:12]=1)(=[O:19])[CH3:18]. The reactants are [C:1]([O:9][C:10]1[CH:15]=[CH:14][C:13]([NH:16][C:17](=[O:19])[CH3:18])=[CH:12][CH:11]=1)(=[O:8])[C:2]1[CH:7]=[CH:6][CH:5]=[N:4][CH:3]=1.[CH:20]([N:23]([CH:29]([CH3:31])[CH3:30])[C:24](=[O:28])[O:25][CH2:26][I:27])([CH3:22])[CH3:21]. The yield is 0.810.